This data is from Reaction yield outcomes from USPTO patents with 853,638 reactions. The task is: Predict the reaction yield, written as a fraction of the theoretical maximum amount of product (1.0 means a 100% yield; for example, 0.34 means a 34% yield). The reactants are Br[C:2]1[CH:7]=[CH:6][CH:5]=[C:4]([O:8][CH3:9])[N:3]=1.C([Li])CCC.CCCCCC.[O:21]1[CH:25]=[CH:24][CH:23]=[C:22]1[C:26]1[N:27]=[C:28]([NH:37][C:38]([C:40]2[CH:45]=[CH:44][N:43]=[CH:42][CH:41]=2)=[O:39])[S:29][C:30]=1[C:31](=[O:36])N(OC)C.[Cl-].[NH4+]. The catalyst is C1COCC1. The product is [O:21]1[CH:25]=[CH:24][CH:23]=[C:22]1[C:26]1[N:27]=[C:28]([NH:37][C:38]([C:40]2[CH:41]=[CH:42][N:43]=[CH:44][CH:45]=2)=[O:39])[S:29][C:30]=1[C:31]([C:2]1[CH:7]=[CH:6][CH:5]=[C:4]([O:8][CH3:9])[N:3]=1)=[O:36]. The yield is 0.340.